From a dataset of Peptide-MHC class II binding affinity with 134,281 pairs from IEDB. Regression. Given a peptide amino acid sequence and an MHC pseudo amino acid sequence, predict their binding affinity value. This is MHC class II binding data. (1) The peptide sequence is VSCRVKLSALTLKGT. The MHC is DRB1_0404 with pseudo-sequence DRB1_0404. The binding affinity (normalized) is 0.236. (2) The binding affinity (normalized) is 0.573. The MHC is DRB1_0901 with pseudo-sequence DRB1_0901. The peptide sequence is CYNAVLTHVKINDKC. (3) The peptide sequence is QQIKFAALSARAVAL. The MHC is DRB1_0701 with pseudo-sequence DRB1_0701. The binding affinity (normalized) is 0.905. (4) The peptide sequence is VLGLPAIKAWVAKRP. The MHC is HLA-DQA10501-DQB10201 with pseudo-sequence HLA-DQA10501-DQB10201. The binding affinity (normalized) is 0.102.